Dataset: Forward reaction prediction with 1.9M reactions from USPTO patents (1976-2016). Task: Predict the product of the given reaction. (1) The product is: [CH3:30][C:20]1[CH:25]=[CH:24][C:23]([S:26]([O:18][CH2:17][CH:14]2[CH2:13][C:12]3[CH:11]=[CH:10][CH:9]=[C:8]([C:5]4[CH:6]=[CH:7][C:2]([Cl:1])=[CH:3][C:4]=4[CH3:19])[C:16]=3[O:15]2)(=[O:28])=[O:27])=[CH:22][CH:21]=1. Given the reactants [Cl:1][C:2]1[CH:7]=[CH:6][C:5]([C:8]2[C:16]3[O:15][CH:14]([CH2:17][OH:18])[CH2:13][C:12]=3[CH:11]=[CH:10][CH:9]=2)=[C:4]([CH3:19])[CH:3]=1.[C:20]1([CH3:30])[CH:25]=[CH:24][C:23]([S:26](Cl)(=[O:28])=[O:27])=[CH:22][CH:21]=1, predict the reaction product. (2) Given the reactants [C:1]([C:3]1([N:14]2[CH2:19][CH2:18][CH:17]([OH:20])[CH2:16][CH2:15]2)[CH2:8][CH2:7][N:6]([C:9]([O:11][CH2:12][CH3:13])=[O:10])[CH2:5][CH2:4]1)#N.C[Mg+].[Br-].C1(C)C=CC=CC=1.C1COCC1, predict the reaction product. The product is: [OH:20][CH:17]1[CH2:18][CH2:19][N:14]([C:3]2([CH3:1])[CH2:8][CH2:7][N:6]([C:9]([O:11][CH2:12][CH3:13])=[O:10])[CH2:5][CH2:4]2)[CH2:15][CH2:16]1. (3) Given the reactants [F:1][C:2]1[C:3]([NH:13][CH3:14])=[C:4]([CH:9]=[CH:10][C:11]=1[F:12])[C:5]([O:7]C)=O.FC1C(F)=C(F)C=C[C:17]=1[C:18](OC)=[O:19].[C:28](=[O:31])([O-])[O-:29].[K+].[K+].CN.[CH2:36]1COC[CH2:37]1, predict the reaction product. The product is: [F:12][C:11]1[C:2]([F:1])=[C:3]2[C:4]([C:5]([OH:7])=[C:17]([C:28]([O:29][CH2:36][CH3:37])=[O:31])[C:18](=[O:19])[N:13]2[CH3:14])=[CH:9][CH:10]=1. (4) Given the reactants N1C=CN=C1.[CH2:6](O)[CH2:7][O:8][CH2:9][CH2:10][OH:11].[Si:13](Cl)([C:16]([CH3:19])([CH3:18])[CH3:17])([CH3:15])[CH3:14].[OH2:21], predict the reaction product. The product is: [C:16]([Si:13]([CH3:15])([CH3:14])[O:11][CH2:10][CH2:9][O:8][CH:7]([OH:21])[CH3:6])([CH3:19])([CH3:18])[CH3:17]. (5) Given the reactants [H-].[Na+].P(=O)([O-])O[C:5](CC)(CC)[C:6]#[N:7].[C:14]1(=O)[CH2:19][CH2:18][CH2:17][CH2:16][CH2:15]1, predict the reaction product. The product is: [C:14]1(=[CH:5][C:6]#[N:7])[CH2:19][CH2:18][CH2:17][CH2:16][CH2:15]1. (6) Given the reactants O[C:2]1[C:9]([Br:10])=[C:8]([O:11][CH3:12])[CH:7]=[CH:6][C:3]=1[CH:4]=[O:5].[Si:13](Cl)([C:16]([CH3:19])([CH3:18])[CH3:17])([CH3:15])[CH3:14], predict the reaction product. The product is: [Si:13]([C:2]1[C:9]([Br:10])=[C:8]([O:11][CH3:12])[CH:7]=[CH:6][C:3]=1[CH:4]=[O:5])([C:16]([CH3:19])([CH3:18])[CH3:17])([CH3:15])[CH3:14]. (7) Given the reactants [C:1]1([C:7]2[S:29][C:10]3[N:11]=[CH:12][N:13]=[C:14]([O:15][C@H:16]([CH3:28])[CH2:17][CH2:18][CH2:19][CH2:20][C:21]([O:23][C:24]([CH3:27])([CH3:26])[CH3:25])=[O:22])[C:9]=3[CH:8]=2)[CH:6]=[CH:5][CH:4]=[CH:3][CH:2]=1.[Br:30]N1C(=O)CCC1=O.ClCCl, predict the reaction product. The product is: [Br:30][C:8]1[C:9]2[C:14]([O:15][C@H:16]([CH3:28])[CH2:17][CH2:18][CH2:19][CH2:20][C:21]([O:23][C:24]([CH3:25])([CH3:27])[CH3:26])=[O:22])=[N:13][CH:12]=[N:11][C:10]=2[S:29][C:7]=1[C:1]1[CH:2]=[CH:3][CH:4]=[CH:5][CH:6]=1.